From a dataset of Full USPTO retrosynthesis dataset with 1.9M reactions from patents (1976-2016). Predict the reactants needed to synthesize the given product. (1) Given the product [F:29][C:2]([F:1])([F:28])[C@H:3]1[CH2:8][CH2:7][C@H:6]([NH:9][C:10]([C:11]2[C:12]([N:20]3[CH2:24][CH2:23][C:22]([F:26])([F:25])[CH2:21]3)=[CH:13][C:14]3[N:18]([CH3:19])[C:46]([NH:45][C:44]4[C:43]([Cl:48])=[CH:42][CH:41]=[C:32]([CH2:33][NH:34][C:35](=[O:40])[C:36]([CH3:39])([CH3:38])[CH3:37])[C:31]=4[Cl:30])=[N:17][C:15]=3[CH:16]=2)=[O:27])[CH2:5][CH2:4]1, predict the reactants needed to synthesize it. The reactants are: [F:1][C:2]([F:29])([F:28])[C@H:3]1[CH2:8][CH2:7][C@H:6]([NH:9][C:10](=[O:27])[C:11]2[CH:16]=[C:15]([NH2:17])[C:14]([NH:18][CH3:19])=[CH:13][C:12]=2[N:20]2[CH2:24][CH2:23][C:22]([F:26])([F:25])[CH2:21]2)[CH2:5][CH2:4]1.[Cl:30][C:31]1[C:44]([N:45]=[C:46]=S)=[C:43]([Cl:48])[CH:42]=[CH:41][C:32]=1[CH2:33][NH:34][C:35](=[O:40])[C:36]([CH3:39])([CH3:38])[CH3:37].CC(C)N=C=NC(C)C. (2) Given the product [CH3:1][S:2]([NH:5][C:6]1[CH:7]=[CH:8][C:9]2[CH:13]=[C:12]([C:14]([OH:16])=[O:15])[S:11][C:10]=2[CH:18]=1)(=[O:3])=[O:4], predict the reactants needed to synthesize it. The reactants are: [CH3:1][S:2]([NH:5][C:6]1[CH:7]=[CH:8][C:9]2[CH:13]=[C:12]([C:14]([O:16]C)=[O:15])[S:11][C:10]=2[CH:18]=1)(=[O:4])=[O:3].O[Li].O.Cl. (3) Given the product [Cl:1][C:2]1[CH:7]=[CH:6][C:5]([C:12]2[N:17]=[CH:16][C:15]([O:18][CH3:19])=[CH:14][N:13]=2)=[CH:4][CH:3]=1, predict the reactants needed to synthesize it. The reactants are: [Cl:1][C:2]1[CH:7]=[CH:6][C:5](B(O)O)=[CH:4][CH:3]=1.Cl[C:12]1[N:17]=[CH:16][C:15]([O:18][CH3:19])=[CH:14][N:13]=1.C(=O)([O-])[O-].[K+].[K+]. (4) Given the product [OH:25][NH:24][C:21]([C:19]1[CH:18]=[CH:17][C:15]2[N:16]=[C:11]([NH:10][C@H:1]3[C:9]4[C:4](=[CH:5][CH:6]=[CH:7][CH:8]=4)[CH2:3][CH2:2]3)[O:12][CH2:13][C:14]=2[CH:20]=1)=[NH:22], predict the reactants needed to synthesize it. The reactants are: [C@H:1]1([NH:10][C:11]2[O:12][CH2:13][C:14]3[CH:20]=[C:19]([C:21]#[N:22])[CH:18]=[CH:17][C:15]=3[N:16]=2)[C:9]2[C:4](=[CH:5][CH:6]=[CH:7][CH:8]=2)[CH2:3][CH2:2]1.Cl.[NH2:24][OH:25].C(=O)([O-])[O-].[Na+].[Na+]. (5) Given the product [Br:20][CH2:1][C:2]1[CH:3]=[C:4]([C:9]([F:12])([F:10])[F:11])[C:5](=[O:8])[NH:6][N:7]=1, predict the reactants needed to synthesize it. The reactants are: [CH3:1][C:2]1[CH:3]=[C:4]([C:9]([F:12])([F:11])[F:10])[C:5](=[O:8])[NH:6][N:7]=1.C1C(=O)N([Br:20])C(=O)C1.